This data is from Catalyst prediction with 721,799 reactions and 888 catalyst types from USPTO. The task is: Predict which catalyst facilitates the given reaction. Reactant: [CH3:1][C:2]1[C:6]([C:7]2[C:16]3[C:11](=[CH:12][CH:13]=[CH:14][CH:15]=3)[CH:10]=[CH:9][CH:8]=2)=[C:5](O)[O:4][N:3]=1.COC1C=CC(P2(SP(C3C=CC(OC)=CC=3)(=S)S2)=[S:27])=CC=1. Product: [CH3:1][C:2]1[C:6]([C:7]2[C:16]3[C:11](=[CH:12][CH:13]=[CH:14][CH:15]=3)[CH:10]=[CH:9][CH:8]=2)=[C:5]([SH:27])[O:4][N:3]=1. The catalyst class is: 11.